From a dataset of Full USPTO retrosynthesis dataset with 1.9M reactions from patents (1976-2016). Predict the reactants needed to synthesize the given product. (1) Given the product [CH2:1]([N:8]1[CH2:13][CH2:12][C:11]([C:14]2[CH:15]=[CH:16][C:17]([C:20]([N:21]([CH2:24][CH3:25])[CH2:22][CH3:23])=[O:26])=[CH:18][CH:19]=2)([C:27]2[CH:32]=[CH:31][CH:30]=[C:29]([C:41]#[N:42])[CH:28]=2)[CH2:10][CH2:9]1)[C:2]1[CH:7]=[CH:6][CH:5]=[CH:4][CH:3]=1, predict the reactants needed to synthesize it. The reactants are: [CH2:1]([N:8]1[CH2:13][CH2:12][C:11]([C:27]2[CH:28]=[C:29](OS(C(F)(F)F)(=O)=O)[CH:30]=[CH:31][CH:32]=2)([C:14]2[CH:19]=[CH:18][C:17]([C:20](=[O:26])[N:21]([CH2:24][CH3:25])[CH2:22][CH3:23])=[CH:16][CH:15]=2)[CH2:10][CH2:9]1)[C:2]1[CH:7]=[CH:6][CH:5]=[CH:4][CH:3]=1.[CH3:41][N:42](C=O)C. (2) Given the product [Cl:22][C:23]1[CH:24]=[C:25]2[C:29](=[CH:30][CH:31]=1)[N:28]([CH2:32][CH2:33][C:34]([N:4]1[CH2:5][CH2:6][N:1]([C:7]3[CH:8]=[CH:9][C:10]([S:13]([NH:16][C:17]4[S:21][N:20]=[CH:19][N:18]=4)(=[O:15])=[O:14])=[CH:11][CH:12]=3)[CH2:2][CH2:3]1)=[O:35])[CH:27]=[CH:26]2, predict the reactants needed to synthesize it. The reactants are: [N:1]1([C:7]2[CH:12]=[CH:11][C:10]([S:13]([NH:16][C:17]3[S:21][N:20]=[CH:19][N:18]=3)(=[O:15])=[O:14])=[CH:9][CH:8]=2)[CH2:6][CH2:5][NH:4][CH2:3][CH2:2]1.[Cl:22][C:23]1[CH:24]=[C:25]2[C:29](=[CH:30][CH:31]=1)[N:28]([CH2:32][CH2:33][C:34](O)=[O:35])[CH:27]=[CH:26]2.CN([P+](ON1N=NC2C=CC=CC1=2)(N(C)C)N(C)C)C.F[P-](F)(F)(F)(F)F.C(N(CC)CC)C.